From a dataset of Forward reaction prediction with 1.9M reactions from USPTO patents (1976-2016). Predict the product of the given reaction. (1) Given the reactants [NH2:1][C:2]1[C:11](F)=[C:10]([Cl:13])[C:9]([I:14])=[CH:8][C:3]=1[C:4]([O:6]C)=O.N1C=CC=C[CH:16]=1.[C:21](Cl)(=[O:23])[CH3:22], predict the reaction product. The product is: [C:4]([C:3]1[CH:8]=[C:9]([I:14])[C:10]([Cl:13])=[CH:11][C:2]=1[NH:1][C:21](=[O:23])[CH3:22])(=[O:6])[CH3:16]. (2) The product is: [Cl:59][C:54]1[CH:55]=[CH:56][CH:57]=[CH:58][C:53]=1[CH2:52][N:51]1[C:50]2[C:49](=[O:60])[N:48]([CH3:61])[C:47](=[O:62])[N:46]([CH3:63])[C:45]=2[C:44]([C:64]([N:23]2[CH2:28][CH2:27][O:26][CH2:25][CH2:24]2)=[O:65])=[C:43]1[N:39]1[CH2:40][CH2:41][CH2:42][C@@H:37]([NH:36][C:34](=[O:35])[O:33][C:29]([CH3:30])([CH3:31])[CH3:32])[CH2:38]1. Given the reactants ON1C2C=CC=CC=2N=N1.Cl.CN(C)CCCN=C=NCC.[NH:23]1[CH2:28][CH2:27][O:26][CH2:25][CH2:24]1.[C:29]([O:33][C:34]([NH:36][C@@H:37]1[CH2:42][CH2:41][CH2:40][N:39]([C:43]2[N:51]([CH2:52][C:53]3[CH:58]=[CH:57][CH:56]=[CH:55][C:54]=3[Cl:59])[C:50]3[C:49](=[O:60])[N:48]([CH3:61])[C:47](=[O:62])[N:46]([CH3:63])[C:45]=3[C:44]=2[C:64](O)=[O:65])[CH2:38]1)=[O:35])([CH3:32])([CH3:31])[CH3:30].[Cl-].[NH4+], predict the reaction product.